The task is: Predict the reactants needed to synthesize the given product.. This data is from Retrosynthesis with 50K atom-mapped reactions and 10 reaction types from USPTO. (1) Given the product Cc1cc(N)ccc1OCc1cccc(F)c1, predict the reactants needed to synthesize it. The reactants are: Cc1cc([N+](=O)[O-])ccc1OCc1cccc(F)c1. (2) Given the product O=C(O)c1cccnc1Nc1nc(-c2ccc3ccccc3c2)cs1, predict the reactants needed to synthesize it. The reactants are: COC(=O)c1cccnc1Nc1nc(-c2ccc3ccccc3c2)cs1. (3) Given the product CCN1CCN(C2CCN(C(=O)C(CC(=O)N3CCC(N4Cc5ccccc5NC4=O)CC3)Cc3ccc(C)c(C)c3)CC2)CC1, predict the reactants needed to synthesize it. The reactants are: CCN1CCN(C2CCNCC2)CC1.Cc1ccc(CC(CC(=O)N2CCC(N3Cc4ccccc4NC3=O)CC2)C(=O)O)cc1C. (4) Given the product Cc1cc(C)nc(OC(C)C(=O)NS(=O)(=O)c2ccccc2)n1, predict the reactants needed to synthesize it. The reactants are: Cc1cc(C)nc(OC(C)C(=O)O)n1.NS(=O)(=O)c1ccccc1. (5) Given the product CN(C)CC1(c2ccccc2)CCCCC1, predict the reactants needed to synthesize it. The reactants are: CN(C)C(=O)C1(c2ccccc2)CCCCC1. (6) Given the product CNC(=O)c1c(C)n(C)c2cc(Oc3ccnc4cc(-c5cccc(OC)n5)sc34)ccc12, predict the reactants needed to synthesize it. The reactants are: CNC(=O)c1c(C)n(C)c2cc(O)ccc12.COc1cccc(-c2cc3nccc(Cl)c3s2)n1. (7) Given the product OCc1nccc(N2CCCCC2)n1, predict the reactants needed to synthesize it. The reactants are: COCc1nccc(N2CCCCC2)n1. (8) Given the product CCOc1ccc(SC(c2cnc(C=O)cc2C)c2cc(F)ccc2F)cc1, predict the reactants needed to synthesize it. The reactants are: CCOc1ccc(SC(c2cnc(Br)cc2C)c2cc(F)ccc2F)cc1.CN(C)C=O. (9) Given the product C/C(C#N)=C1/c2ccc(Cn3c(C(C)C)nc(Cl)c3Cl)cc2COc2cc(F)ccc21, predict the reactants needed to synthesize it. The reactants are: C/C(C#N)=C1/c2ccc(CBr)cc2COc2cc(F)ccc21.CC(C)c1nc(Cl)c(Cl)[nH]1. (10) Given the product CN1CCN(c2cc3ccccc3cn2)CC1, predict the reactants needed to synthesize it. The reactants are: CN1CCNCC1.Clc1cc2ccccc2cn1.